This data is from Peptide-MHC class I binding affinity with 185,985 pairs from IEDB/IMGT. The task is: Regression. Given a peptide amino acid sequence and an MHC pseudo amino acid sequence, predict their binding affinity value. This is MHC class I binding data. (1) The peptide sequence is PLFPGITRV. The MHC is HLA-A02:01 with pseudo-sequence HLA-A02:01. The binding affinity (normalized) is 0.872. (2) The peptide sequence is RRGPEQTQG. The MHC is HLA-B27:05 with pseudo-sequence HLA-B27:05. The binding affinity (normalized) is 0.0847. (3) The MHC is HLA-B27:05 with pseudo-sequence HLA-B27:05. The peptide sequence is KFRRFTQAI. The binding affinity (normalized) is 0.0847.